Dataset: Reaction yield outcomes from USPTO patents with 853,638 reactions. Task: Predict the reaction yield, written as a fraction of the theoretical maximum amount of product (1.0 means a 100% yield; for example, 0.34 means a 34% yield). The reactants are Cl.[C:2]([O:6][C:7](=[O:17])[C@H:8]([CH2:10][C:11]1[CH:16]=[CH:15][CH:14]=[CH:13][CH:12]=1)[NH2:9])([CH3:5])([CH3:4])[CH3:3].C(N(CC)CC)C. The catalyst is O1CCCC1. The product is [C:2]([O:6][C:7](=[O:17])[C@H:8]([CH2:10][C:11]1[CH:16]=[CH:15][CH:14]=[CH:13][CH:12]=1)[NH2:9])([CH3:5])([CH3:3])[CH3:4]. The yield is 0.970.